Dataset: Full USPTO retrosynthesis dataset with 1.9M reactions from patents (1976-2016). Task: Predict the reactants needed to synthesize the given product. (1) Given the product [Br:1][C:2]1[S:3][CH:4]=[CH:5][C:6]=1[C:7]([NH2:10])=[O:8], predict the reactants needed to synthesize it. The reactants are: [Br:1][C:2]1[S:3][CH:4]=[CH:5][C:6]=1[C:7](Cl)=[O:8].[NH3:10]. (2) Given the product [CH2:21]([C:20]([C:17]1[CH:18]=[CH:19][C:14]([C:12]2[N:11]=[N:10][CH:9]=[C:8]([CH2:7][C:6]([O-:41])=[O:5])[CH:13]=2)=[C:15]([CH3:40])[CH:16]=1)([C:23]1[CH:28]=[CH:27][C:26]([CH2:29][CH2:30][CH:31]([OH:36])[C:32]([CH3:34])([CH3:35])[CH3:33])=[C:25]([CH3:37])[CH:24]=1)[CH2:38][CH3:39])[CH3:22].[Na+:2], predict the reactants needed to synthesize it. The reactants are: [OH-].[Na+:2].C([O:5][C:6](=[O:41])[CH2:7][C:8]1[CH:13]=[C:12]([C:14]2[CH:19]=[CH:18][C:17]([C:20]([CH2:38][CH3:39])([C:23]3[CH:28]=[CH:27][C:26]([CH2:29][CH2:30][CH:31]([OH:36])[C:32]([CH3:35])([CH3:34])[CH3:33])=[C:25]([CH3:37])[CH:24]=3)[CH2:21][CH3:22])=[CH:16][C:15]=2[CH3:40])[N:11]=[N:10][CH:9]=1)C. (3) Given the product [CH3:1][O:2][C:3]([C:23]1[CH:24]=[C:25]2[C:20](=[CH:21][CH:22]=1)[N:19]([CH2:31][C:32]([OH:34])=[O:33])[CH:18]=[C:17]2[C:14](=[O:16])[CH3:15])=[O:4], predict the reactants needed to synthesize it. The reactants are: [CH3:1][O:2][C:3](C1C=C2C(=CC=1)NC=C2)=[O:4].[C:14]([C:17]1[C:25]2[C:20](=[CH:21][CH:22]=[C:23](OC(F)(F)F)[CH:24]=2)[N:19]([CH2:31][C:32]([OH:34])=[O:33])[CH:18]=1)(=[O:16])[CH3:15]. (4) Given the product [NH:20]([C:13]([C:12]1[CH:17]=[CH:18][C:9]([NH:8][C:1](=[O:7])[CH2:2][CH2:3][CH2:4][CH2:5][CH3:6])=[CH:10][CH:11]=1)=[O:14])[NH2:21], predict the reactants needed to synthesize it. The reactants are: [C:1]([NH:8][C:9]1[CH:18]=[CH:17][C:12]([C:13](OC)=[O:14])=[CH:11][CH:10]=1)(=[O:7])[CH2:2][CH2:3][CH2:4][CH2:5][CH3:6].O.[NH2:20][NH2:21]. (5) Given the product [CH3:1][C:2]1[CH:7]=[C:6]([CH3:8])[CH:5]=[CH:4][C:3]=1[N:9]1[CH2:14][CH2:13][N:12]([CH2:15][CH2:16][NH:17][CH2:34][C:26]2[CH:27]=[C:28]([C:29]3[O:30][CH:31]=[CH:32][CH:33]=3)[N:24]([C:18]3[CH:23]=[CH:22][CH:21]=[CH:20][CH:19]=3)[N:25]=2)[CH2:11][CH2:10]1, predict the reactants needed to synthesize it. The reactants are: [CH3:1][C:2]1[CH:7]=[C:6]([CH3:8])[CH:5]=[CH:4][C:3]=1[N:9]1[CH2:14][CH2:13][N:12]([CH2:15][CH2:16][NH2:17])[CH2:11][CH2:10]1.[C:18]1([N:24]2[C:28]([C:29]3[O:30][CH:31]=[CH:32][CH:33]=3)=[CH:27][C:26]([CH:34]=O)=[N:25]2)[CH:23]=[CH:22][CH:21]=[CH:20][CH:19]=1. (6) Given the product [CH2:5]([N:8]1[CH2:9][CH2:10][C:11]2[CH:18]=[CH:17][C:16]([C:25]([O:23][CH3:19])=[O:26])=[CH:15][C:12]=2[CH2:13][CH2:14]1)[CH2:6][CH3:7], predict the reactants needed to synthesize it. The reactants are: [Cl-].[Cl-].[Cl-].[Al+3].[CH2:5]([N:8]1[CH2:14][CH2:13][C:12]2[CH:15]=[CH:16][CH:17]=[CH:18][C:11]=2[CH2:10][CH2:9]1)[CH2:6][CH3:7].[C:19](Cl)(=[O:23])C(Cl)=O.[CH3:25][OH:26]. (7) Given the product [CH2:26]([C:29]1[N:33]([CH:2]([C:4]2[CH:21]=[CH:20][C:7]3/[C:8](=[CH:17]/[C:18]#[N:19])/[C:9]4[CH:16]=[CH:15][CH:14]=[CH:13][C:10]=4[CH2:11][CH2:12][C:6]=3[CH:5]=2)[CH3:3])[C:32]2[CH:34]=[CH:35][CH:36]=[C:37]([CH3:38])[C:31]=2[N:30]=1)[CH2:27][CH3:28], predict the reactants needed to synthesize it. The reactants are: O[CH:2]([C:4]1[CH:21]=[CH:20][C:7]2/[C:8](=[CH:17]/[C:18]#[N:19])/[C:9]3[CH:16]=[CH:15][CH:14]=[CH:13][C:10]=3[CH2:11][CH2:12][C:6]=2[CH:5]=1)[CH3:3].B(Br)(Br)Br.[CH2:26]([C:29]1[NH:30][C:31]2[C:37]([CH3:38])=[CH:36][CH:35]=[CH:34][C:32]=2[N:33]=1)[CH2:27][CH3:28].C(=O)([O-])[O-].[K+].[K+]. (8) Given the product [Cl:1][C:2]1[CH:7]=[C:6]([NH:21][C:20]2[CH:22]=[CH:23][CH:24]=[CH:25][C:19]=2[C:14]2[N:13]=[CH:18][CH:17]=[CH:16][N:15]=2)[C:5]([C:9]([F:12])([F:11])[F:10])=[CH:4][N:3]=1, predict the reactants needed to synthesize it. The reactants are: [Cl:1][C:2]1[CH:7]=[C:6](I)[C:5]([C:9]([F:12])([F:11])[F:10])=[CH:4][N:3]=1.[N:13]1[CH:18]=[CH:17][CH:16]=[N:15][C:14]=1[C:19]1[CH:25]=[CH:24][CH:23]=[CH:22][C:20]=1[NH2:21].CC1(C)C2C(=C(P(C3C=CC=CC=3)C3C=CC=CC=3)C=CC=2)OC2C(P(C3C=CC=CC=3)C3C=CC=CC=3)=CC=CC1=2.C(=O)([O-])[O-].[Cs+].[Cs+]. (9) Given the product [C:1]1([CH2:7][C:20]([O:13][C:14]([CH3:15])([CH3:16])[CH3:17])=[O:24])[CH:6]=[CH:5][CH:4]=[CH:3][CH:2]=1, predict the reactants needed to synthesize it. The reactants are: [C:1]1([CH3:7])[CH:6]=[CH:5][CH:4]=[CH:3][CH:2]=1.[C:14]([O:13][O:13][C:14]([CH3:17])([CH3:16])[CH3:15])([CH3:17])([CH3:16])[CH3:15].[C]=O.[C:20]([OH:24])(C)(C)C.